Dataset: Peptide-MHC class II binding affinity with 134,281 pairs from IEDB. Task: Regression. Given a peptide amino acid sequence and an MHC pseudo amino acid sequence, predict their binding affinity value. This is MHC class II binding data. The peptide sequence is IRYQTTATKSEHTGR. The MHC is DRB1_0301 with pseudo-sequence DRB1_0301. The binding affinity (normalized) is 0.